From a dataset of Full USPTO retrosynthesis dataset with 1.9M reactions from patents (1976-2016). Predict the reactants needed to synthesize the given product. (1) The reactants are: C(O[C:4](=[O:20])[CH2:5][N:6]([CH2:16][C:17](=[O:19])[CH3:18])[C:7]1[C:12]([CH3:13])=[CH:11][C:10]([CH3:14])=[CH:9][C:8]=1[CH3:15])C.CC(C)([O-])C.[K+]. Given the product [CH3:15][C:8]1[CH:9]=[C:10]([CH3:14])[CH:11]=[C:12]([CH3:13])[C:7]=1[N:6]1[CH2:5][C:4](=[O:20])[CH2:18][C:17](=[O:19])[CH2:16]1, predict the reactants needed to synthesize it. (2) Given the product [N:30]([CH2:12][CH:13]1[CH2:17][C:16]2[CH:18]=[CH:19][C:20]([Cl:29])=[C:21]([C:22]3[CH:27]=[CH:26][CH:25]=[CH:24][C:23]=3[CH3:28])[C:15]=2[O:14]1)=[N+:31]=[N-:32], predict the reactants needed to synthesize it. The reactants are: CC1C=CC(S(O[CH2:12][CH:13]2[CH2:17][C:16]3[CH:18]=[CH:19][C:20]([Cl:29])=[C:21]([C:22]4[CH:27]=[CH:26][CH:25]=[CH:24][C:23]=4[CH3:28])[C:15]=3[O:14]2)(=O)=O)=CC=1.[N-:30]=[N+:31]=[N-:32].[Na+]. (3) Given the product [F:13][C:14]1[CH:15]=[C:16]2[C:20](=[CH:21][CH:22]=1)[NH:19][C:18]([C:23]([N:3]([O:4][CH3:5])[CH3:2])=[O:25])=[CH:17]2, predict the reactants needed to synthesize it. The reactants are: Cl.[CH3:2][NH:3][O:4][CH3:5].C(N(CC)CC)C.[F:13][C:14]1[CH:15]=[C:16]2[C:20](=[CH:21][CH:22]=1)[NH:19][C:18]([C:23]([OH:25])=O)=[CH:17]2.Cl.C(N=C=NCCCN(C)C)C. (4) Given the product [CH3:13][O:14][C:15]1[CH:16]=[C:17]([CH:21]=[CH:22][CH:23]=1)[C:18]([N:3]1[C:4]2[C:9](=[CH:8][CH:7]=[CH:6][CH:5]=2)[CH:10]([OH:12])[CH2:11][CH:2]1[CH3:1])=[O:19], predict the reactants needed to synthesize it. The reactants are: [CH3:1][CH:2]1[CH2:11][CH:10]([OH:12])[C:9]2[C:4](=[CH:5][CH:6]=[CH:7][CH:8]=2)[NH:3]1.[CH3:13][O:14][C:15]1[CH:16]=[C:17]([CH:21]=[CH:22][CH:23]=1)[C:18](O)=[O:19]. (5) Given the product [CH:34]1([S:31]([C:26]2[CH:27]=[CH:28][CH:29]=[CH:30][C:25]=2[C:6]2[CH:5]=[CH:4][C:3]([C:17]3[CH:22]=[N:21][C:20]([NH2:23])=[N:19][CH:18]=3)=[C:2]([F:1])[CH:7]=2)(=[O:32])=[O:33])[CH2:36][CH2:35]1, predict the reactants needed to synthesize it. The reactants are: [F:1][C:2]1[CH:7]=[C:6](B2OC(C)(C)C(C)(C)O2)[CH:5]=[CH:4][C:3]=1[C:17]1[CH:18]=[N:19][C:20]([NH2:23])=[N:21][CH:22]=1.Br[C:25]1[CH:30]=[CH:29][CH:28]=[CH:27][C:26]=1[S:31]([CH:34]1[CH2:36][CH2:35]1)(=[O:33])=[O:32]. (6) Given the product [CH3:62][N:61]1[CH2:58][CH2:60][CH2:66][CH2:64]1.[NH2:67][C@H:68]([C:81]([N:83]([CH2:85][C:86]([NH:88][C@H:89]([C:41]([NH:18][C:16]([O:15][CH2:14][CH:12]1[C:13]2[C:5](=[CH:4][CH:3]=[CH:2][CH:1]=2)[C:6]2[C:11]1=[CH:10][CH:9]=[CH:8][CH:7]=2)=[O:17])=[O:40])[C@@H:64]([CH3:66])[OH:57])=[O:87])[CH3:84])=[O:82])[CH2:69][CH2:70][CH2:71][NH:72][NH:73][C:74]([O:76][C:77]([CH3:79])([CH3:80])[CH3:78])=[O:75], predict the reactants needed to synthesize it. The reactants are: [CH:1]1[C:13]2[CH:12]([CH2:14][O:15][C:16]([NH:18][C@H](C(O)=O)[C@@H](C)O)=[O:17])[C:11]3[C:6](=[CH:7][CH:8]=[CH:9][CH:10]=3)[C:5]=2[CH:4]=[CH:3][CH:2]=1.F[B-](F)(F)F.N1([O:40][C:41](N(C)C)=[N+](C)C)C2C=CC=CC=2N=N1.C1C=CC2N([OH:57])N=NC=2C=1.[CH:58]([N:61]([CH:64]([CH3:66])C)[CH2:62]C)([CH3:60])C.[NH2:67][C@H:68]([C:81]([N:83]([CH2:85][C:86]([NH:88][CH3:89])=[O:87])[CH3:84])=[O:82])[CH2:69][CH2:70][CH2:71][NH:72][NH:73][C:74]([O:76][C:77]([CH3:80])([CH3:79])[CH3:78])=[O:75]. (7) Given the product [Cl:3][C:4]1[CH:9]=[C:8]([O:10][C:11]2[CH:12]=[C:13]([CH:17]=[CH:18][C:19]=2[CH3:20])[C:14]([O:16][CH3:21])=[O:15])[CH:7]=[CH:6][N:5]=1, predict the reactants needed to synthesize it. The reactants are: CI.[Cl:3][C:4]1[CH:9]=[C:8]([O:10][C:11]2[CH:12]=[C:13]([CH:17]=[CH:18][C:19]=2[CH3:20])[C:14]([OH:16])=[O:15])[CH:7]=[CH:6][N:5]=1.[C:21](=O)([O-])[O-].[K+].[K+]. (8) Given the product [CH3:21][O:20][C:3]1[C:4]([C:10]2[CH:11]=[C:12]3[C:16](=[CH:17][CH:18]=2)[C:15](=[O:19])[O:14][CH2:13]3)=[CH:5][CH:6]=[C:7]([O:8][CH3:9])[C:2]=1[O:1][CH2:29][C:30]1[CH:31]=[CH:32][C:33]([S:36]([NH2:39])(=[O:38])=[O:37])=[CH:34][CH:35]=1, predict the reactants needed to synthesize it. The reactants are: [OH:1][C:2]1[C:3]([O:20][CH3:21])=[C:4]([C:10]2[CH:11]=[C:12]3[C:16](=[CH:17][CH:18]=2)[C:15](=[O:19])[O:14][CH2:13]3)[CH:5]=[CH:6][C:7]=1[O:8][CH3:9].C(=O)([O-])[O-].[K+].[K+].Br[CH2:29][C:30]1[CH:35]=[CH:34][C:33]([S:36]([NH2:39])(=[O:38])=[O:37])=[CH:32][CH:31]=1.